This data is from Catalyst prediction with 721,799 reactions and 888 catalyst types from USPTO. The task is: Predict which catalyst facilitates the given reaction. (1) Reactant: [I:1]N1C(=O)CCC1=O.[CH2:9]([O:11][C:12]([C:14]1[CH:19]=[CH:18][C:17](=[O:20])[NH:16][C:15]=1[CH3:21])=[O:13])[CH3:10].O. Product: [CH2:9]([O:11][C:12]([C:14]1[CH:19]=[C:18]([I:1])[C:17](=[O:20])[NH:16][C:15]=1[CH3:21])=[O:13])[CH3:10]. The catalyst class is: 10. (2) Reactant: [NH2:1][C:2]1[CH:3]=[C:4]([NH:9][S:10]([C:13]2[CH:18]=[CH:17][C:16]([CH3:19])=[CH:15][CH:14]=2)(=[O:12])=[O:11])[CH:5]=[CH:6][C:7]=1[CH3:8].[C:20]1([N:26]=[C:27]=[O:28])[CH:25]=[CH:24][CH:23]=[CH:22][CH:21]=1.Cl. Product: [CH3:19][C:16]1[CH:15]=[CH:14][C:13]([S:10]([NH:9][C:4]2[CH:5]=[CH:6][C:7]([CH3:8])=[C:2]([NH:1][C:27]([NH:26][C:20]3[CH:25]=[CH:24][CH:23]=[CH:22][CH:21]=3)=[O:28])[CH:3]=2)(=[O:12])=[O:11])=[CH:18][CH:17]=1. The catalyst class is: 22. (3) Reactant: [NH2:1][C:2]1[CH:7]=[CH:6][C:5]([C:8]2([CH3:22])[CH2:12][C:11](=O)[N:10]([CH2:14][C:15]3[CH:20]=[CH:19][CH:18]=[CH:17][CH:16]=3)[C:9]2=O)=[CH:4][CH:3]=1.[H-].[Al+3].[Li+].[H-].[H-].[H-]. Product: [CH2:14]([N:10]1[CH2:11][CH2:12][C:8]([C:5]2[CH:6]=[CH:7][C:2]([NH2:1])=[CH:3][CH:4]=2)([CH3:22])[CH2:9]1)[C:15]1[CH:16]=[CH:17][CH:18]=[CH:19][CH:20]=1. The catalyst class is: 1. (4) Reactant: C(O[C:5]1[C:6](=[O:18])[C:7](=[O:17])[C:8]=1[C:9]1[CH:14]=[CH:13][C:12]([O:15][CH3:16])=[CH:11][CH:10]=1)(C)C.[CH3:19][C@@H:20]([NH2:27])[C:21]1[CH:26]=[CH:25][CH:24]=[CH:23][CH:22]=1. Product: [CH3:16][O:15][C:12]1[CH:11]=[CH:10][C:9]([C:8]2[C:7](=[O:17])[C:6](=[O:18])[C:5]=2[NH:27][C@@H:20]([C:21]2[CH:26]=[CH:25][CH:24]=[CH:23][CH:22]=2)[CH3:19])=[CH:14][CH:13]=1. The catalyst class is: 8. (5) Reactant: [NH2:1][C:2]1[CH:7]=[CH:6][CH:5]=[CH:4][C:3]=1[C:8]1[NH:9][C:10]2[C:15]([C:16]=1[CH:17]1[CH2:22][CH2:21][CH2:20][CH2:19][CH2:18]1)=[CH:14][CH:13]=[C:12]([C:23]([O:25][CH3:26])=[O:24])[CH:11]=2.C([O-])(=O)C.[Na+].C(O)(=O)C.[Cl:36][CH2:37][C:38](Cl)=[O:39].C(=O)([O-])O.[Na+]. Product: [Cl:36][CH2:37][C:38]([NH:1][C:2]1[CH:7]=[CH:6][CH:5]=[CH:4][C:3]=1[C:8]1[NH:9][C:10]2[C:15]([C:16]=1[CH:17]1[CH2:22][CH2:21][CH2:20][CH2:19][CH2:18]1)=[CH:14][CH:13]=[C:12]([C:23]([O:25][CH3:26])=[O:24])[CH:11]=2)=[O:39]. The catalyst class is: 7. (6) Reactant: [C:1](Cl)(=[O:3])[CH3:2].[NH2:5][C:6]1[CH:29]=[CH:28][C:9]2[S:10][C:11]([C:13]3[CH:18]=[CH:17][N:16]=[C:15]([NH:19][CH2:20][CH2:21][N:22]4[CH2:26][CH2:25][NH:24][C:23]4=[O:27])[N:14]=3)=[CH:12][C:8]=2[CH:7]=1.C(N(CC)CC)C.O. Product: [O:27]=[C:23]1[NH:24][CH2:25][CH2:26][N:22]1[CH2:21][CH2:20][NH:19][C:15]1[N:14]=[C:13]([C:11]2[S:10][C:9]3[CH:28]=[CH:29][C:6]([NH:5][C:1](=[O:3])[CH3:2])=[CH:7][C:8]=3[CH:12]=2)[CH:18]=[CH:17][N:16]=1. The catalyst class is: 4.